This data is from Catalyst prediction with 721,799 reactions and 888 catalyst types from USPTO. The task is: Predict which catalyst facilitates the given reaction. (1) Reactant: [C:1](Cl)(=[O:6])[C:2]([CH3:5])([CH3:4])[CH3:3].[Br:8][C:9]1[CH:10]=[CH:11][C:12]([NH2:15])=[N:13][CH:14]=1.CCN(CC)CC.O. Product: [Br:8][C:9]1[CH:10]=[CH:11][C:12]([NH:15][C:1](=[O:6])[C:2]([CH3:5])([CH3:4])[CH3:3])=[N:13][CH:14]=1. The catalyst class is: 2. (2) Reactant: [CH2:1]([O:8][C:9]1[CH:14]=[CH:13][C:12]([C:15]2[NH:29][C:18]3=[N:19][CH:20]=[C:21]([CH:23]4[CH2:28][CH2:27][NH:26][CH2:25][CH2:24]4)[CH:22]=[C:17]3[N:16]=2)=[CH:11][CH:10]=1)[C:2]1[CH:7]=[CH:6][CH:5]=[CH:4][CH:3]=1.CCN(C(C)C)C(C)C.[CH3:39][S:40](Cl)(=[O:42])=[O:41].O. Product: [CH2:1]([O:8][C:9]1[CH:10]=[CH:11][C:12]([C:15]2[NH:29][C:18]3=[N:19][CH:20]=[C:21]([CH:23]4[CH2:28][CH2:27][N:26]([S:40]([CH3:39])(=[O:42])=[O:41])[CH2:25][CH2:24]4)[CH:22]=[C:17]3[N:16]=2)=[CH:13][CH:14]=1)[C:2]1[CH:3]=[CH:4][CH:5]=[CH:6][CH:7]=1. The catalyst class is: 2. (3) Reactant: [F:1][C:2]1[CH:11]=[CH:10][CH:9]=[C:8]2[C:3]=1[C:4](=[O:49])[N:5]1[C:15]([NH:16][C:17]3[CH:25]=[C:24]4[C:20]([CH2:21][CH2:22][N:23]4[C:26](=[O:33])[C@H:27]4[CH2:31][CH2:30][CH2:29][N:28]4[CH3:32])=[CH:19][C:18]=3[O:34][CH3:35])=[N:14][C:13]3[N:36](S(C4C=CC(C)=CC=4)(=O)=O)[CH:37]=[CH:38][C:12]=3[C:6]1=[N:7]2.[CH3:50][NH2:51]. Product: [F:1][C:2]1[CH:11]=[CH:10][CH:9]=[C:8]([NH:7][C:6]2[N:5]=[C:15]([NH:16][C:17]3[CH:25]=[C:24]4[C:20]([CH2:21][CH2:22][N:23]4[C:26](=[O:33])[C@H:27]4[CH2:31][CH2:30][CH2:29][N:28]4[CH3:32])=[CH:19][C:18]=3[O:34][CH3:35])[NH:14][C:13]3=[N:36][CH:37]=[CH:38][C:12]=23)[C:3]=1[C:4]([NH:51][CH3:50])=[O:49]. The catalyst class is: 54. (4) Reactant: [F:1][C:2]1[CH:7]=[C:6]([CH2:8][NH:9][C@:10]23[CH2:45][CH2:44][C@@H:43]([C:46]([CH3:48])=[CH2:47])[C@@H:11]2[C@@H:12]2[C@@:25]([CH3:28])([CH2:26][CH2:27]3)[C@@:24]3([CH3:29])[C@@H:15]([C@:16]4([CH3:42])[C@@H:21]([CH2:22][CH2:23]3)[C:20]([CH3:31])([CH3:30])[C:19]([C:32]3[CH:41]=[CH:40][C:35]([C:36]([O:38]C)=[O:37])=[CH:34][CH:33]=3)=[CH:18][CH2:17]4)[CH2:14][CH2:13]2)[CH:5]=[CH:4][N:3]=1.[C:49]([OH:55])([C:51]([F:54])([F:53])[F:52])=[O:50].[Li+].[OH-].O. Product: [F:1][C:2]1[CH:7]=[C:6]([CH2:8][NH:9][C@:10]23[CH2:45][CH2:44][C@@H:43]([C:46]([CH3:48])=[CH2:47])[C@@H:11]2[C@@H:12]2[C@@:25]([CH3:28])([CH2:26][CH2:27]3)[C@@:24]3([CH3:29])[C@@H:15]([C@:16]4([CH3:42])[C@@H:21]([CH2:22][CH2:23]3)[C:20]([CH3:31])([CH3:30])[C:19]([C:32]3[CH:41]=[CH:40][C:35]([C:36]([OH:38])=[O:37])=[CH:34][CH:33]=3)=[CH:18][CH2:17]4)[CH2:14][CH2:13]2)[CH:5]=[CH:4][N:3]=1.[C:49]([OH:55])([C:51]([F:54])([F:53])[F:52])=[O:50]. The catalyst class is: 1. (5) Reactant: [CH3:1][Si:2]([CH3:54])([CH3:53])[CH2:3][CH2:4][O:5][CH2:6][N:7]([CH2:45][O:46][CH2:47][CH2:48][Si:49]([CH3:52])([CH3:51])[CH3:50])[C:8]1[N:13]2[N:14]=[CH:15][C:16]([C:17]3[CH:18]=[N:19][C:20]([C:23]4[CH:28]=[CH:27][CH:26]=[CH:25][CH:24]=4)=[CH:21][CH:22]=3)=[C:12]2[N:11]=[C:10]([N:29]2[CH2:35][CH:34]3[N:36]([C:37]([O:39][C:40]([CH3:43])([CH3:42])[CH3:41])=[O:38])[CH:31]([CH2:32][CH2:33]3)[CH2:30]2)[C:9]=1Br.C([Sn](CCCC)(CCCC)[C:60]([O:62][CH2:63][CH3:64])=[CH2:61])CCC. Product: [CH3:1][Si:2]([CH3:54])([CH3:53])[CH2:3][CH2:4][O:5][CH2:6][N:7]([CH2:45][O:46][CH2:47][CH2:48][Si:49]([CH3:52])([CH3:51])[CH3:50])[C:8]1[N:13]2[N:14]=[CH:15][C:16]([C:17]3[CH:18]=[N:19][C:20]([C:23]4[CH:28]=[CH:27][CH:26]=[CH:25][CH:24]=4)=[CH:21][CH:22]=3)=[C:12]2[N:11]=[C:10]([N:29]2[CH2:35][CH:34]3[N:36]([C:37]([O:39][C:40]([CH3:43])([CH3:42])[CH3:41])=[O:38])[CH:31]([CH2:32][CH2:33]3)[CH2:30]2)[C:9]=1[C:60]([O:62][CH2:63][CH3:64])=[CH2:61]. The catalyst class is: 77.